From a dataset of Full USPTO retrosynthesis dataset with 1.9M reactions from patents (1976-2016). Predict the reactants needed to synthesize the given product. (1) Given the product [CH3:36][O:35][C:28]1[CH:29]=[C:30]([O:33][CH3:34])[CH:31]=[CH:32][C:27]=1[CH2:26][N:23]1[CH2:22][CH2:21][C:20]2[C:37](=[O:38])[N:1]([C:4]3[CH:5]=[CH:6][C:7]([O:10][CH2:11][C:12]([F:13])([F:15])[F:14])=[CH:8][CH:9]=3)[C:2](=[S:3])[NH:18][C:19]=2[C:24]1=[O:25], predict the reactants needed to synthesize it. The reactants are: [N:1]([C:4]1[CH:9]=[CH:8][C:7]([O:10][CH2:11][C:12]([F:15])([F:14])[F:13])=[CH:6][CH:5]=1)=[C:2]=[S:3].[H-].[Na+].[NH2:18][C:19]1[C:24](=[O:25])[N:23]([CH2:26][C:27]2[CH:32]=[CH:31][C:30]([O:33][CH3:34])=[CH:29][C:28]=2[O:35][CH3:36])[CH2:22][CH2:21][C:20]=1[C:37](OCC)=[O:38].Cl. (2) Given the product [Cl-:8].[OH:11][CH2:10][CH2:9][N+:1]1[CH:2]=[CH:3][C:4]([CH3:12])=[CH:5][CH:6]=1, predict the reactants needed to synthesize it. The reactants are: [N:1]1[CH:6]=[CH:5][CH:4]=[CH:3][C:2]=1C.[Cl:8][CH2:9][CH2:10][OH:11].[C:12](#N)C. (3) Given the product [CH2:1]([O:3][C:4](=[O:19])[NH:5][C:6]1[C:7]([N+:16]([O-:18])=[O:17])=[C:8]2[C:12](=[CH:13][CH:14]=1)[CH:11]([NH:25][C:24]1[CH:26]=[CH:27][C:21]([F:20])=[CH:22][CH:23]=1)[CH2:10][CH2:9]2)[CH3:2], predict the reactants needed to synthesize it. The reactants are: [CH2:1]([O:3][C:4](=[O:19])[NH:5][C:6]1[C:7]([N+:16]([O-:18])=[O:17])=[C:8]2[C:12](=[CH:13][CH:14]=1)[C:11](=O)[CH2:10][CH2:9]2)[CH3:2].[F:20][C:21]1[CH:27]=[CH:26][C:24]([NH2:25])=[CH:23][CH:22]=1.[B][B][B][B][B][B][B][B][B][B].